Predict the product of the given reaction. From a dataset of Forward reaction prediction with 1.9M reactions from USPTO patents (1976-2016). (1) Given the reactants [CH2:1]1OCCOCCOCCOCCO[CH2:2]1.[OH-].[Na+].C([C:20]([CH2:33][CH3:34])(P(O)(O)=O)/[C:21](/[CH3:28])=[C:22](\CC)/[C:23]([O-:25])=[O:24])C.[CH3:35][C:36](=[CH:38][CH2:39][CH2:40]/[C:41](=C/C=O)/[CH3:42])[CH3:37], predict the reaction product. The product is: [CH3:28]/[C:21](/[CH:20]=[CH:33]/[CH:34]=[C:41](\[CH3:42])/[CH2:40][CH2:39][CH:38]=[C:36]([CH3:37])[CH3:35])=[CH:22]\[C:23]([O:25][CH2:1][CH3:2])=[O:24]. (2) The product is: [ClH:1].[CH:11]1([N:8]2[CH:7]=[N:6][C:5]3[C:9]2=[N:10][C:2]([NH:16][C@H:17]2[CH2:22][CH2:21][C@H:20]([OH:23])[CH2:19][CH2:18]2)=[N:3][C:4]=3[NH:16][C:17]2[CH:22]=[CH:21][CH:20]=[CH:19][CH:18]=2)[CH2:15][CH2:14][CH2:13][CH2:12]1. Given the reactants [Cl:1][C:2]1[N:10]=[C:9]2[C:5]([N:6]=[CH:7][N:8]2[CH:11]2[CH2:15][CH2:14][CH2:13][CH2:12]2)=[C:4]([NH:16][C:17]2[CH:22]=[CH:21][CH:20]=[CH:19][CH:18]=2)[N:3]=1.[OH2:23], predict the reaction product. (3) Given the reactants [NH:1]([C:3]([C:5]1[CH:10]=[CH:9][C:8]([CH2:11][N:12]([CH3:20])[C:13](=[O:19])[O:14][C:15]([CH3:18])([CH3:17])[CH3:16])=[CH:7][CH:6]=1)=[O:4])[NH2:2].[NH2:21][C:22]1[C:27]([C:28](O)=[O:29])=C[C:25]([Br:31])=[CH:24][N:23]=1.C([N:34](CC)CC)C.CN(C(ON1N=NC2C=CC=CC1=2)=[N+](C)C)C.[B-](F)(F)(F)F, predict the reaction product. The product is: [NH2:21][C:22]1[C:27]([C:28]([NH:2][NH:1][C:3]([C:5]2[CH:6]=[CH:7][C:8]([CH2:11][N:12]([CH3:20])[C:13](=[O:19])[O:14][C:15]([CH3:16])([CH3:17])[CH3:18])=[CH:9][CH:10]=2)=[O:4])=[O:29])=[N:34][C:25]([Br:31])=[CH:24][N:23]=1. (4) Given the reactants [C:1]1([N:7]2[C:12](=[O:13])[C:11]3[S:14][CH:15]=[C:16]([C:17]4[CH:22]=[CH:21][CH:20]=[CH:19][CH:18]=4)[C:10]=3[N:9]=[CH:8]2)[CH:6]=[CH:5][CH:4]=[CH:3][CH:2]=1.NC1C(C2C=CC=CC=2[F:35])=CSC=1C(OC)=O.C(O[CH2:48][CH3:49])(OCC)OCC.C(C1C=C(C=CC=1)N)=C, predict the reaction product. The product is: [F:35][C:22]1[CH:21]=[CH:20][CH:19]=[CH:18][C:17]=1[C:16]1[C:10]2[N:9]=[CH:8][N:7]([C:1]3[CH:6]=[CH:5][CH:4]=[C:3]([CH:48]=[CH2:49])[CH:2]=3)[C:12](=[O:13])[C:11]=2[S:14][CH:15]=1. (5) Given the reactants [C:1]([N:8]1[CH2:11][C:10](=O)[CH2:9]1)([O:3][C:4]([CH3:7])([CH3:6])[CH3:5])=[O:2].[CH3:13][NH:14][CH2:15][C:16]1[CH:21]=[CH:20][CH:19]=[CH:18][CH:17]=1.[BH-](OC(C)=O)(OC(C)=O)OC(C)=O.[Na+], predict the reaction product. The product is: [CH2:15]([N:14]([CH3:13])[CH:10]1[CH2:11][N:8]([C:1]([O:3][C:4]([CH3:7])([CH3:6])[CH3:5])=[O:2])[CH2:9]1)[C:16]1[CH:21]=[CH:20][CH:19]=[CH:18][CH:17]=1.